Task: Predict which catalyst facilitates the given reaction.. Dataset: Catalyst prediction with 721,799 reactions and 888 catalyst types from USPTO (1) Reactant: CN([P+](ON1N=NC2C=CC=CC1=2)(N(C)C)N(C)C)C.F[P-](F)(F)(F)(F)F.C(N(CC)CC)C.[NH2:35][C:36]1[N:44]=[CH:43][CH:42]=[CH:41][C:37]=1[C:38]([OH:40])=O.[CH2:45]([C:51]1[CH:52]=[C:53]([CH:56]=[CH:57][CH:58]=1)[CH2:54][NH2:55])[CH2:46][CH2:47][CH2:48][CH2:49][CH3:50]. Product: [CH2:45]([C:51]1[CH:52]=[C:53]([CH2:54][NH:55][C:38](=[O:40])[C:37]2[CH:41]=[CH:42][CH:43]=[N:44][C:36]=2[NH2:35])[CH:56]=[CH:57][CH:58]=1)[CH2:46][CH2:47][CH2:48][CH2:49][CH3:50]. The catalyst class is: 136. (2) Reactant: [Cl:1][C:2]1[C:7]([C:8]2([F:12])[CH2:11][O:10][CH2:9]2)=[CH:6][N:5]=[C:4]([C:13]#[N:14])[CH:3]=1.Cl.[NH2:16][OH:17].C(N(CC)CC)C. Product: [Cl:1][C:2]1[C:7]([C:8]2([F:12])[CH2:11][O:10][CH2:9]2)=[CH:6][N:5]=[C:4]([C:13](=[N:16][OH:17])[NH2:14])[CH:3]=1. The catalyst class is: 8.